From a dataset of Reaction yield outcomes from USPTO patents with 853,638 reactions. Predict the reaction yield, written as a fraction of the theoretical maximum amount of product (1.0 means a 100% yield; for example, 0.34 means a 34% yield). (1) The reactants are Br[C:2]1[CH:3]=[C:4]2[C:10]([C:11]3[CH:16]=[CH:15][CH:14]=[CH:13][CH:12]=3)=[CH:9][NH:8][C:5]2=[N:6][CH:7]=1.[CH3:17][O:18][C:19]1[CH:20]=[C:21](B(O)O)[CH:22]=[CH:23][C:24]=1[O:25][CH3:26].[C:30](=O)([O-])[O-].[Na+].[Na+].C(=O)(O)[O-].[Na+]. The catalyst is O.Cl[Pd-2](Cl)(P(C1C=CC=CC=1)(C1C=CC=CC=1)C1C=CC=CC=1)P(C1C=CC=CC=1)(C1C=CC=CC=1)C1C=CC=CC=1.ClCCl.C(#N)C. The product is [CH3:17][O:18][C:19]1[CH:20]=[C:21]([C:2]2[CH:3]=[C:4]3[C:10]([CH2:11][C:16]4[CH:15]=[CH:14][CH:13]=[CH:12][CH:30]=4)=[CH:9][NH:8][C:5]3=[N:6][CH:7]=2)[CH:22]=[CH:23][C:24]=1[O:25][CH3:26]. The yield is 0.340. (2) The reactants are [Cl:1][C:2]1[CH:3]=[C:4]([NH:16][C:17]2[N:21]=[C:20]([NH2:22])[NH:19][N:18]=2)[CH:5]=[C:6]([Cl:15])[C:7]=1[S:8][C:9]1[CH:14]=[CH:13][CH:12]=[CH:11][CH:10]=1.CO.[OH:25]OS([O-])=O.[K+].[OH2:31]. The catalyst is C(OCC)(=O)C. The product is [C:9]1([S:8]([C:7]2[C:2]([Cl:1])=[CH:3][C:4]([NH:16][C:17]3[N:21]=[C:20]([NH2:22])[NH:19][N:18]=3)=[CH:5][C:6]=2[Cl:15])(=[O:25])=[O:31])[CH:10]=[CH:11][CH:12]=[CH:13][CH:14]=1. The yield is 0.200. (3) The reactants are [N+:1]([CH3:4])([O-:3])=[O:2].[O:5]1[CH2:9][CH2:8][CH2:7][CH:6]1[CH:10]=[O:11].CCN(C(C)C)C(C)C. The catalyst is C1COCC1. The product is [N+:1]([CH2:4][CH:10]([CH:6]1[CH2:7][CH2:8][CH2:9][O:5]1)[OH:11])([O-:3])=[O:2]. The yield is 0.460. (4) The reactants are [CH3:1][C:2]1[N:7]=[C:6]([S:8][CH2:9][C:10]2[N:14]([CH:15]([CH3:17])[CH3:16])[C:13]3[CH:18]=[CH:19][CH:20]=[CH:21][C:12]=3[N:11]=2)[N:5]=[C:4]([OH:22])[CH:3]=1.[ClH:23].O1CCOCC1. The catalyst is CO. The product is [ClH:23].[CH3:1][C:2]1[N:7]=[C:6]([S:8][CH2:9][C:10]2[N:14]([CH:15]([CH3:17])[CH3:16])[C:13]3[CH:18]=[CH:19][CH:20]=[CH:21][C:12]=3[N:11]=2)[N:5]=[C:4]([OH:22])[CH:3]=1. The yield is 1.00. (5) The reactants are [CH3:1][C:2]1[C:15]2[C:14](=O)[C:13]3[C:8](=[CH:9][CH:10]=[CH:11][CH:12]=3)[C:7](=O)[C:6]=2[C:5]([CH3:18])=[CH:4][CH:3]=1.[BH4-].[Na+]. The catalyst is C(O)(C)C. The product is [CH3:18][C:5]1[C:6]2[C:15](=[CH:14][C:13]3[C:8]([CH:7]=2)=[CH:9][CH:10]=[CH:11][CH:12]=3)[C:2]([CH3:1])=[CH:3][CH:4]=1. The yield is 0.920. (6) The reactants are Br[C:2]1[CH:3]=[N:4][N:5]([CH3:17])[C:6]=1[C:7]1[CH:8]=[C:9]([C:13]([O:15][CH3:16])=[O:14])[S:10][C:11]=1[CH3:12].[C:18](=O)([O-])[O-].[K+].[K+].CB1OB(C)OB(C)O1. The catalyst is CN(C)C=O.C1C=CC(P(C2C=CC=CC=2)[C-]2C=CC=C2)=CC=1.C1C=CC(P(C2C=CC=CC=2)[C-]2C=CC=C2)=CC=1.Cl[Pd]Cl.[Fe+2]. The product is [CH3:17][N:5]1[C:6]([C:7]2[CH:8]=[C:9]([C:13]([O:15][CH3:16])=[O:14])[S:10][C:11]=2[CH3:12])=[C:2]([CH3:18])[CH:3]=[N:4]1. The yield is 0.580.